Dataset: Full USPTO retrosynthesis dataset with 1.9M reactions from patents (1976-2016). Task: Predict the reactants needed to synthesize the given product. (1) Given the product [Br:21][C:3]1[CH:4]=[C:5]2[C:10](=[CH:11][C:2]=1[F:1])[N:9]([CH3:12])[C:8](=[O:13])[CH2:7][CH2:6]2, predict the reactants needed to synthesize it. The reactants are: [F:1][C:2]1[CH:11]=[C:10]2[C:5]([CH2:6][CH2:7][C:8](=[O:13])[N:9]2[CH3:12])=[CH:4][CH:3]=1.C1C(=O)N([Br:21])C(=O)C1.O. (2) Given the product [CH2:26]([O:7][C:6](=[O:8])[C:5]1[CH:9]=[CH:10][CH:11]=[C:3]([N:1]2[C:16]([NH2:17])=[CH:15][C:14]([C:13]([CH3:20])([CH3:19])[CH3:12])=[N:2]2)[CH:4]=1)[CH3:27], predict the reactants needed to synthesize it. The reactants are: [NH:1]([C:3]1[CH:4]=[C:5]([CH:9]=[CH:10][CH:11]=1)[C:6]([OH:8])=[O:7])[NH2:2].[CH3:12][C:13]([CH3:20])([CH3:19])[C:14](=O)[CH2:15][C:16]#[N:17].S(=O)(=O)(O)O.[CH3:26][CH2:27]O. (3) Given the product [OH:19][C:3]1[CH:4]=[C:5]([O:8][C:9]2[CH:10]=[N:11][C:12]([S:15]([CH3:18])(=[O:17])=[O:16])=[CH:13][CH:14]=2)[CH:6]=[CH:7][C:2]=1[NH:1][N:21]=[C:26]([CH3:25])[C:27]([O:29][CH2:30][CH3:31])=[O:28], predict the reactants needed to synthesize it. The reactants are: [NH2:1][C:2]1[CH:7]=[CH:6][C:5]([O:8][C:9]2[CH:10]=[N:11][C:12]([S:15]([CH3:18])(=[O:17])=[O:16])=[CH:13][CH:14]=2)=[CH:4][C:3]=1[OH:19].Cl.[N:21]([O-])=O.[Na+].[CH3:25][CH:26](C(=O)C)[C:27]([O:29][CH2:30][CH3:31])=[O:28].[OH-].[K+]. (4) Given the product [C:1]([O:5][C:6](=[O:24])[NH:7][C:8]1[CH2:9][O:10][CH2:11][C:12]([C:15]2[CH:20]=[CH:19][CH:18]=[C:17]([NH2:21])[CH:16]=2)([CH3:14])[N:13]=1)([CH3:2])([CH3:3])[CH3:4], predict the reactants needed to synthesize it. The reactants are: [C:1]([O:5][C:6](=[O:24])[NH:7][C:8]1[CH2:9][O:10][CH2:11][C:12]([C:15]2[CH:20]=[CH:19][CH:18]=[C:17]([N:21]=[N+]=[N-])[CH:16]=2)([CH3:14])[N:13]=1)([CH3:4])([CH3:3])[CH3:2]. (5) The reactants are: [NH2:1][C:2]1[C:3]([C:9]([OH:11])=O)=[N:4][C:5]([Br:8])=[CH:6][N:7]=1.CN(C)C=O.[F:17][C:18]1[CH:19]=[C:20]([CH:23]=[CH:24][C:25]=1[F:26])[CH2:21][NH2:22].C(N(CC)C(C)C)(C)C. Given the product [NH2:1][C:2]1[C:3]([C:9]([NH:22][CH2:21][C:20]2[CH:23]=[CH:24][C:25]([F:26])=[C:18]([F:17])[CH:19]=2)=[O:11])=[N:4][C:5]([Br:8])=[CH:6][N:7]=1, predict the reactants needed to synthesize it. (6) Given the product [C:1]([O:5][C:6]([CH:7]1[CH:26]([C:22]2[CH:23]=[CH:24][CH:25]=[C:20]([Cl:19])[C:21]=2[F:38])[C:27]([C:30]2[CH:35]=[CH:34][C:33]([Cl:36])=[CH:32][C:31]=2[F:37])([C:28]#[N:29])[CH:9]([CH2:10][C:11]2([CH3:17])[CH2:12][CH2:13][CH2:14][CH2:15][CH2:16]2)[NH:8]1)=[O:18])([CH3:4])([CH3:2])[CH3:3], predict the reactants needed to synthesize it. The reactants are: [C:1]([O:5][C:6](=[O:18])[CH2:7]/[N:8]=[CH:9]/[CH2:10][C:11]1([CH3:17])[CH2:16][CH2:15][CH2:14][CH2:13][CH2:12]1)([CH3:4])([CH3:3])[CH3:2].[Cl:19][C:20]1[C:21]([F:38])=[C:22](/[CH:26]=[C:27](/[C:30]2[CH:35]=[CH:34][C:33]([Cl:36])=[CH:32][C:31]=2[F:37])\[C:28]#[N:29])[CH:23]=[CH:24][CH:25]=1.C(N(CC)CC)C.C1CCN2C(=NCCC2)CC1. (7) Given the product [CH:4]1([C@H:10]([NH:15][C:16]([C:18]2[CH:23]=[CH:22][C:21]([F:24])=[CH:20][C:19]=2[NH:25][C:26]([NH:28][C:29]2[C:34]([CH3:35])=[CH:33][C:32]([CH2:36][CH:37]=[CH2:38])=[CH:31][C:30]=2[CH3:39])=[O:27])=[O:17])[C:11]([OH:13])=[O:12])[CH2:5][CH2:6][CH2:7][CH2:8][CH2:9]1, predict the reactants needed to synthesize it. The reactants are: O.[OH-].[Li+].[CH:4]1([C@H:10]([NH:15][C:16]([C:18]2[CH:23]=[CH:22][C:21]([F:24])=[CH:20][C:19]=2[NH:25][C:26]([NH:28][C:29]2[C:34]([CH3:35])=[CH:33][C:32]([CH2:36][CH:37]=[CH2:38])=[CH:31][C:30]=2[CH3:39])=[O:27])=[O:17])[C:11]([O:13]C)=[O:12])[CH2:9][CH2:8][CH2:7][CH2:6][CH2:5]1.CO.Cl.